Dataset: Experimentally validated miRNA-target interactions with 360,000+ pairs, plus equal number of negative samples. Task: Binary Classification. Given a miRNA mature sequence and a target amino acid sequence, predict their likelihood of interaction. (1) The miRNA is hsa-miR-3157-5p with sequence UUCAGCCAGGCUAGUGCAGUCU. The protein sequence of the target gene is MARGERRRRAAAAEGARPLERARAAGRRDGRAGGARGSASGAALAVVVLALAFGLSGRWVLAWLRVRRALTLHPAPSALPPDSSSPAVAPELFWGTYRPHVYFGMKTRSPKPLLTGLMWAQQGATPGTPPKLRHTCEQGDGVGPYGWEFHDGRTFGRQHIHDGALRLTTEFVKRPGGQHGGDWSWRVTVEPQASGTPSFPLVSLFFYVVTDGQEVLLPEIGAKGQLKSISGHTSELGDFRLTLLPPTSPGDTVPKHGSYNVFWSSNPGLPQLTDMVKSRLNSWFQHRPPGASPDRYLGLP.... Result: 0 (no interaction). (2) The miRNA is mmu-miR-21a-5p with sequence UAGCUUAUCAGACUGAUGUUGA. The protein sequence of the target gene is MRRDVRILLLGEAQVGKTSLILSLVGEEFPEEVPARAEEITIPADVTPEKVPTHIVDYSEAEQTEEELQEEIHKANVVCVVYDVSEETTIEKIRTKWIPLVNGRTATGPRLPIILVGNKSDLRPGSTMEAVLPIMSQFPEIETCVECSAKHLRNISELFYYAQKAVLHPTAPLYDPEAKQLRPACAQALTRIFRLSDQDRDHGLSDEELNAFQKSCFGHPLAPQALEDVKRVVCKNVSGGVQNDRLTLEGFLFLNTLFIQRGRHETTWTILRRFGYSDSLELTPDYLYPALHVPPGCSTE.... Result: 0 (no interaction). (3) The miRNA is mmu-miR-10a-5p with sequence UACCCUGUAGAUCCGAAUUUGUG. The protein sequence of the target gene is MKAMPWNWTCLLSHLLMVGMGSSTLLTRQPAPLSQKQRSFVTFRGEPAEGFNHLVVDERTGHIYLGAVNRIYKLSSDLKVLVTHETGPDEDNPKCYPPRIVQTCNEPLTTTNNVNKMLLIDYKENRLIACGSLYQGICKLLRLEDLFKLGEPYHKKEHYLSGVNESGSVFGVIVSYSNLDDKLFIATAVDGKPEYFPTISSRKLTKNSEADGMFAYVFHDEFVASMIKIPSDTFTIIPDFDIYYVYGFSSGNFVYFLTLQPEMVSPPGSTTKEQVYTSKLVRLCKEDTAFNSYVEVPIGC.... Result: 0 (no interaction). (4) The miRNA is hsa-miR-132-3p with sequence UAACAGUCUACAGCCAUGGUCG. The protein sequence of the target gene is MEPPDQCSQYMTSLLSPAVDDEKELQDMNAMVLSLTEEVKEEEEDAQPEPEQGTAAGEKLKSAGAQGGEEKDGGGEEKDGGGAGVPGHLWEGNLEGTSGSDGNVEDSDQSEKEPGQQYSRPQGAVGGLEPGNAQQPNVHAFTPLQLQELECIFQREQFPSEFLRRRLARSMNVTELAVQIWFENRRAKWRRHQRALMARNMLPFMAVGQPVMVTAAEAITAPLFISGMRDDYFWDHSHSSSLCFPMPPFPPPSLPLPLMLLPPMPPAGQAEFGPFPFVIVPSFTFPNV. Result: 0 (no interaction). (5) The miRNA is dme-miR-8-3p with sequence UAAUACUGUCAGGUAAAGAUGUC. The protein sequence of the target gene is MRWLLLYYALCFSLSKASAHTVELNNMFGQIQSPGYPDSYPSDSEVTWNITVPDGFRIKLYFMHFNLESSYLCEYDYVKVETEDQVLATFCGRETTDTEQTPGQEVVLSPGSFMSITFRSDFSNEERFTGFDAHYMAVDVDECKEREDEELSCDHYCHNYIGGYYCSCRFGYILHTDNRTCRVECSDNLFTQRTGVITSPDFPNPYPKSSECLYTIELEEGFMVNLQFEDIFDIEDHPEVPCPYDYIKIKVGPKVLGPFCGEKAPEPISTQSHSVLILFHSDNSGENRGWRLSYRAAGNE.... Result: 0 (no interaction). (6) The miRNA is hsa-miR-6516-3p with sequence AUCAUGUAUGAUACUGCAAACA. The protein sequence of the target gene is MANEEDDPVVQEIDVYLAKSLAEKLYLFQYPVRPASMTYDDIPHLSAKIKPKQQKVELEMAIDTLNPNYCRSKGEQIALNVDGACADETSTYSSKLMDKQTFCSSQTTSNTSRYAAALYRQGELHLTPLHGILQLRPSFSYLDKADAKHREREAANEAGDSSQDEAEDDVKQITVRFSRPESEQARQRRVQSYEFLQKKHAEEPWVHLHYYGLRDSRSEHERQYLLCPGSSGVENTELVKSPSEYLMMLMPPSQEEEKDKPVAPSNVLSMAQLRTLPLADQIKILMKNVKVMPFANLMSL.... Result: 1 (interaction).